Dataset: Peptide-MHC class I binding affinity with 185,985 pairs from IEDB/IMGT. Task: Regression. Given a peptide amino acid sequence and an MHC pseudo amino acid sequence, predict their binding affinity value. This is MHC class I binding data. The peptide sequence is EISGLRPGE. The MHC is HLA-B40:01 with pseudo-sequence HLA-B40:01. The binding affinity (normalized) is 0.0847.